From a dataset of Peptide-MHC class I binding affinity with 185,985 pairs from IEDB/IMGT. Regression. Given a peptide amino acid sequence and an MHC pseudo amino acid sequence, predict their binding affinity value. This is MHC class I binding data. (1) The peptide sequence is DISINSEYI. The MHC is HLA-A02:01 with pseudo-sequence HLA-A02:01. The binding affinity (normalized) is 0.260. (2) The peptide sequence is VTPPDYSPI. The MHC is Mamu-A01 with pseudo-sequence Mamu-A01. The binding affinity (normalized) is 0.965. (3) The peptide sequence is HQFTSNPEV. The MHC is HLA-B57:01 with pseudo-sequence HLA-B57:01. The binding affinity (normalized) is 0.0847. (4) The peptide sequence is ALSALGLLYT. The MHC is HLA-A68:02 with pseudo-sequence HLA-A68:02. The binding affinity (normalized) is 0. (5) The peptide sequence is LFLDGIDKA. The MHC is HLA-A31:01 with pseudo-sequence HLA-A31:01. The binding affinity (normalized) is 0. (6) The peptide sequence is GPMPYMISTY. The MHC is HLA-B07:02 with pseudo-sequence HLA-B07:02. The binding affinity (normalized) is 0.373. (7) The peptide sequence is LVSECSKDF. The MHC is HLA-A11:01 with pseudo-sequence HLA-A11:01. The binding affinity (normalized) is 0.0847. (8) The peptide sequence is VSDTTVLLH. The MHC is HLA-B18:01 with pseudo-sequence HLA-B18:01. The binding affinity (normalized) is 0.0847.